Dataset: Reaction yield outcomes from USPTO patents with 853,638 reactions. Task: Predict the reaction yield, written as a fraction of the theoretical maximum amount of product (1.0 means a 100% yield; for example, 0.34 means a 34% yield). (1) The reactants are [O:1]=[C:2]1[N:6]([CH2:7][C:8]2[CH:13]=[CH:12][C:11]([C:14]3[CH:19]=[CH:18][C:17]([CH:20]=O)=[CH:16][CH:15]=3)=[CH:10][CH:9]=2)[CH2:5][C:4]2([CH2:26][CH2:25][CH2:24][CH2:23][CH2:22]2)[O:3]1.Cl.[NH:28]1[CH2:32][CH2:31][C@@H:30]([OH:33])[CH2:29]1.[BH-](OC(C)=O)(OC(C)=O)OC(C)=O.[Na+]. The catalyst is ClCCCl. The product is [OH:33][CH:30]1[CH2:31][CH2:32][N:28]([CH2:20][C:17]2[CH:16]=[CH:15][C:14]([C:11]3[CH:12]=[CH:13][C:8]([CH2:7][N:6]4[CH2:5][C:4]5([CH2:22][CH2:23][CH2:24][CH2:25][CH2:26]5)[O:3][C:2]4=[O:1])=[CH:9][CH:10]=3)=[CH:19][CH:18]=2)[CH2:29]1. The yield is 0.565. (2) The reactants are [CH3:1][O:2][C:3]([C:5]1([C:9]2[CH:14]=[CH:13][C:12]([NH:15][C:16]3[CH:21]=[C:20]([C:22]4[CH:27]=[CH:26][CH:25]=[CH:24][CH:23]=4)[N:19]=[C:18](Cl)[N:17]=3)=[CH:11][CH:10]=2)[CH2:8][CH2:7][CH2:6]1)=[O:4].[F:29][C:30]1[CH:35]=[CH:34][C:33](B(O)O)=[CH:32][CH:31]=1.C1(B(O)O)C=CC=CC=1. No catalyst specified. The product is [CH3:1][O:2][C:3]([C:5]1([C:9]2[CH:14]=[CH:13][C:12]([NH:15][C:16]3[CH:21]=[C:20]([C:22]4[CH:27]=[CH:26][CH:25]=[CH:24][CH:23]=4)[N:19]=[C:18]([C:33]4[CH:34]=[CH:35][C:30]([F:29])=[CH:31][CH:32]=4)[N:17]=3)=[CH:11][CH:10]=2)[CH2:8][CH2:7][CH2:6]1)=[O:4]. The yield is 0.580. (3) The reactants are Cl.[N:2]1[CH:7]=[CH:6][CH:5]=[CH:4][C:3]=1[C:8](Cl)=[O:9].CCN(CC)CC.[Cl:18][C:19]1[CH:20]=[C:21]([CH:23]=[CH:24][C:25]=1[O:26][C:27]1[CH:32]=[CH:31][CH:30]=[C:29]([Cl:33])[CH:28]=1)[NH2:22]. The catalyst is C(Cl)Cl. The product is [Cl:18][C:19]1[CH:20]=[C:21]([NH:22][C:8](=[O:9])[C:3]2[CH:4]=[CH:5][CH:6]=[CH:7][N:2]=2)[CH:23]=[CH:24][C:25]=1[O:26][C:27]1[CH:32]=[CH:31][CH:30]=[C:29]([Cl:33])[CH:28]=1. The yield is 0.510. (4) The reactants are [Cl:1][C:2]1[N:7]=[C:6]2[CH2:8][CH2:9][CH2:10][C:5]2=[C:4](Cl)[CH:3]=1.C1(C)C=CC(S(O)(=O)=O)=CC=1.[NH2:23][C:24]1[CH:29]=[CH:28][C:27]([CH2:30][C:31]([O:33][CH2:34][CH3:35])=[O:32])=[CH:26][CH:25]=1.[Al]. The catalyst is C(O)C. The product is [Cl:1][C:2]1[N:7]=[C:6]2[CH2:8][CH2:9][CH2:10][C:5]2=[C:4]([NH:23][C:24]2[CH:25]=[CH:26][C:27]([CH2:30][C:31]([O:33][CH2:34][CH3:35])=[O:32])=[CH:28][CH:29]=2)[CH:3]=1. The yield is 0.550. (5) The reactants are [C:1]([O:4][CH2:5]/[CH:6]=[CH:7]/[CH2:8][OH:9])(=[O:3])[CH3:2]. The catalyst is ClCCl.[O-2].[O-2].[Mn+4]. The product is [C:1]([O:4][CH2:5]/[CH:6]=[CH:7]/[CH:8]=[O:9])(=[O:3])[CH3:2]. The yield is 0.640. (6) The reactants are [Br:1][C:2]1[C:3]([F:12])=[C:4]2[C:10]([NH2:11])=[CH:9][NH:8][C:5]2=[N:6][CH:7]=1.[C:13](O)(=[O:20])[C:14]1[CH:19]=[CH:18][CH:17]=[N:16][CH:15]=1.C1N(P(Cl)(N2C(=O)OCC2)=O)C(=O)OC1.C(N(CC)CC)C.C([O-])([O-])=O.[Na+].[Na+]. The catalyst is CN(C=O)C.[Li+].[OH-]. The product is [Br:1][C:2]1[C:3]([F:12])=[C:4]2[C:10]([NH:11][C:13](=[O:20])[C:14]3[CH:19]=[CH:18][CH:17]=[N:16][CH:15]=3)=[CH:9][NH:8][C:5]2=[N:6][CH:7]=1. The yield is 0.546. (7) The reactants are [NH2:1][C@@H:2]1[C:10]2[C:5](=[C:6]([C:11]3[N:15]=[C:14]([C:16]4[CH:17]=[CH:18][C:19]([O:24][CH:25]([CH3:27])[CH3:26])=[C:20]([CH:23]=4)[C:21]#[N:22])[O:13][N:12]=3)[CH:7]=[CH:8][CH:9]=2)[CH2:4][CH2:3]1.[OH:28][C@@H:29]([C@H:32]([OH:37])[C@H:33]([OH:36])[CH2:34]O)[CH:30]=[O:31].[BH4-].[Na+]. The catalyst is CO.C(O)(=O)C. The product is [CH:25]([O:24][C:19]1[CH:18]=[CH:17][C:16]([C:14]2[O:13][N:12]=[C:11]([C:6]3[CH:7]=[CH:8][CH:9]=[C:10]4[C:5]=3[CH2:4][CH2:3][C@@H:2]4[NH:1][CH2:34][C@H:33]([OH:36])[C@@H:32]([OH:37])[C@H:29]([OH:28])[CH2:30][OH:31])[N:15]=2)=[CH:23][C:20]=1[C:21]#[N:22])([CH3:27])[CH3:26]. The yield is 0.250.